This data is from Full USPTO retrosynthesis dataset with 1.9M reactions from patents (1976-2016). The task is: Predict the reactants needed to synthesize the given product. (1) Given the product [C:21]([C:8]1[CH:9]=[C:10]2[C:5]([CH2:4][CH2:3][N:2]([C:11](=[O:16])[C:12]([F:14])([F:15])[F:13])[CH2:1]2)=[CH:6][CH:7]=1)(=[O:23])[CH3:22], predict the reactants needed to synthesize it. The reactants are: [CH2:1]1[C:10]2[C:5](=[CH:6][CH:7]=[CH:8][CH:9]=2)[CH2:4][CH2:3][N:2]1[C:11](=[O:16])[C:12]([F:15])([F:14])[F:13].[Al+3].[Cl-].[Cl-].[Cl-].[C:21](Cl)(=[O:23])[CH3:22]. (2) Given the product [Cl:1][C:2]1[CH:7]=[CH:6][C:5]([Cl:8])=[CH:4][C:3]=1[C:9]1([CH2:14][OH:15])[CH2:13][CH2:12][CH2:11][CH2:10]1, predict the reactants needed to synthesize it. The reactants are: [Cl:1][C:2]1[CH:7]=[CH:6][C:5]([Cl:8])=[CH:4][C:3]=1[C:9]1([CH:14]=[O:15])[CH2:13][CH2:12][CH2:11][CH2:10]1.[BH4-].[Na+].C(OCC)(=O)C. (3) Given the product [CH2:44]([C:46]1[CH:47]=[C:48]([C:49]2[N:51]=[C:8]([C:7]3[CH:6]=[N:5][C:4]([N:3]([CH2:1][CH3:2])[CH3:14])=[C:12]([CH3:13])[CH:11]=3)[O:10][N:50]=2)[CH:53]=[C:54]([CH3:57])[C:55]=1[OH:56])[CH3:45], predict the reactants needed to synthesize it. The reactants are: [CH2:1]([N:3]([CH3:14])[C:4]1[C:12]([CH3:13])=[CH:11][C:7]([C:8]([OH:10])=O)=[CH:6][N:5]=1)[CH3:2].CCN(CC)CC.CN(C(ON1N=NC2C=CC=CC1=2)=[N+](C)C)C.[B-](F)(F)(F)F.[CH2:44]([C:46]1[CH:47]=[C:48]([CH:53]=[C:54]([CH3:57])[C:55]=1[OH:56])[C:49]([NH:51]O)=[NH:50])[CH3:45]. (4) Given the product [C:1]([O:5][C:6](=[O:19])[N:7]([C:8]1[CH:9]=[N:10][CH:11]=[CH:12][C:13]=1[C:22]1[CH:23]=[CH:24][CH:25]=[CH:26][C:21]=1[Cl:20])[CH2:15][CH:16]1[CH2:18][CH2:17]1)([CH3:4])([CH3:3])[CH3:2], predict the reactants needed to synthesize it. The reactants are: [C:1]([O:5][C:6](=[O:19])[N:7]([CH2:15][CH:16]1[CH2:18][CH2:17]1)[C:8]1[CH:9]=[N:10][CH:11]=[CH:12][C:13]=1I)([CH3:4])([CH3:3])[CH3:2].[Cl:20][C:21]1[CH:26]=[CH:25][CH:24]=[CH:23][C:22]=1B(O)O. (5) Given the product [CH:10]1([C:2]2[CH:8]=[CH:7][C:5]([NH2:6])=[C:4]([F:9])[CH:3]=2)[CH2:12][CH2:11]1, predict the reactants needed to synthesize it. The reactants are: Br[C:2]1[CH:8]=[CH:7][C:5]([NH2:6])=[C:4]([F:9])[CH:3]=1.[CH:10]1(B(O)O)[CH2:12][CH2:11]1.C1(P(C2CCCCC2)C2CCCCC2)CCCCC1.P([O-])([O-])([O-])=O.[K+].[K+].[K+]. (6) Given the product [N:12]1[CH:13]=[CH:14][CH:15]=[CH:16][C:11]=1[C:6]([CH3:10])([CH2:7][C:2]([OH:1])=[O:28])[CH2:5][C:4]([OH:19])=[O:25], predict the reactants needed to synthesize it. The reactants are: [O:1]=[C:2]1[CH:7](C#N)[C:6]([C:11]2[CH:16]=[CH:15][CH:14]=[CH:13][N:12]=2)([CH3:10])[CH:5](C#N)[C:4](=[O:19])N1.S(=O)(=O)(O)O.[OH-:25].[Na+].C[OH:28]. (7) The reactants are: [Br:1][C:2]1[C:7]([CH3:8])=[CH:6][C:5]([OH:9])=[CH:4][C:3]=1[CH3:10].Cl[CH2:12][CH2:13][C:14]([CH3:17])([OH:16])[CH3:15]. Given the product [Br:1][C:2]1[C:7]([CH3:8])=[CH:6][C:5]([O:9][CH2:12][CH2:13][C:14]([CH3:17])([OH:16])[CH3:15])=[CH:4][C:3]=1[CH3:10], predict the reactants needed to synthesize it. (8) Given the product [CH3:13][C:8]1[CH:7]=[C:12]([CH3:11])[NH:4][C:37](=[O:40])[C:9]=1[CH2:10][NH:15][C:13]([C:8]1[C:7]2[CH:6]=[N:5][N:4]([CH:1]([CH3:3])[CH3:2])[C:12]=2[CH:11]=[C:10]([C:24]2[CH:23]=[CH:22][C:21]([O:20][CH2:19][CH2:18][N:17]([CH3:16])[CH3:36])=[CH:26][CH:25]=2)[CH:9]=1)=[O:14], predict the reactants needed to synthesize it. The reactants are: [CH:1]([N:4]1[C:12]2[CH:11]=[CH:10][CH:9]=[C:8]([C:13]([NH2:15])=[O:14])[C:7]=2[CH:6]=[N:5]1)([CH3:3])[CH3:2].[CH3:16][N:17]([CH3:36])[CH2:18][CH2:19][O:20][C:21]1[CH:26]=[CH:25][C:24](B2OC(C)(C)C(C)(C)O2)=[CH:23][CH:22]=1.[C:37](=[O:40])(O)[O-].[Na+]. (9) Given the product [S:3]1[C:9]2([CH2:10][CH2:11][CH:6]([C:16]3[CH:8]=[CH:7][C:6]([OH:5])=[CH:11][C:17]=3[OH:20])[CH2:7][CH2:8]2)[S:4][CH2:1][CH2:2]1, predict the reactants needed to synthesize it. The reactants are: [CH2:1]([SH:4])[CH2:2][SH:3].[OH2:5].[C:6]1([CH3:16])[CH:11]=[CH:10][C:9](S(O)(=O)=O)=[CH:8][CH:7]=1.[C:17](=[O:20])([O-])O.[Na+]. (10) Given the product [Br:1][C:2]1[C:11]2[N:10]3[CH2:12][CH2:13][CH2:14][CH:9]3[CH2:8][N:7]3[CH2:15][CH2:16][NH:17][CH2:20][C:5]([C:6]=23)=[CH:4][CH:3]=1, predict the reactants needed to synthesize it. The reactants are: [Br:1][C:2]1[CH:3]=[CH:4][CH2:5][CH:6]2[C:11]=1[N:10]1[CH2:12][CH2:13][CH2:14][CH:9]1[CH2:8][N:7]2[CH2:15][CH2:16][NH2:17].C=O.[C:20](O)(C(F)(F)F)=O.